This data is from Merck oncology drug combination screen with 23,052 pairs across 39 cell lines. The task is: Regression. Given two drug SMILES strings and cell line genomic features, predict the synergy score measuring deviation from expected non-interaction effect. (1) Synergy scores: synergy=7.32. Drug 2: O=C(NOCC(O)CO)c1ccc(F)c(F)c1Nc1ccc(I)cc1F. Drug 1: O=S1(=O)NC2(CN1CC(F)(F)F)C1CCC2Cc2cc(C=CCN3CCC(C(F)(F)F)CC3)ccc2C1. Cell line: RKO. (2) Drug 1: COc1cccc2c1C(=O)c1c(O)c3c(c(O)c1C2=O)CC(O)(C(=O)CO)CC3OC1CC(N)C(O)C(C)O1. Drug 2: CC1(c2nc3c(C(N)=O)cccc3[nH]2)CCCN1. Cell line: NCIH1650. Synergy scores: synergy=0.0891.